This data is from Full USPTO retrosynthesis dataset with 1.9M reactions from patents (1976-2016). The task is: Predict the reactants needed to synthesize the given product. The reactants are: [NH2:1][C:2]1[CH:3]=[CH:4][C:5]([Cl:11])=[C:6]([CH:10]=1)[C:7]([OH:9])=[O:8].[C:12]([C:14]1[CH:22]=[CH:21][C:17]([C:18](Cl)=[O:19])=[CH:16][CH:15]=1)#[N:13]. Given the product [Cl:11][C:5]1[CH:4]=[CH:3][C:2]([NH:1][C:18](=[O:19])[C:17]2[CH:21]=[CH:22][C:14]([C:12]#[N:13])=[CH:15][CH:16]=2)=[CH:10][C:6]=1[C:7]([OH:9])=[O:8], predict the reactants needed to synthesize it.